This data is from NCI-60 drug combinations with 297,098 pairs across 59 cell lines. The task is: Regression. Given two drug SMILES strings and cell line genomic features, predict the synergy score measuring deviation from expected non-interaction effect. Drug 2: CCC1(CC2CC(C3=C(CCN(C2)C1)C4=CC=CC=C4N3)(C5=C(C=C6C(=C5)C78CCN9C7C(C=CC9)(C(C(C8N6C)(C(=O)OC)O)OC(=O)C)CC)OC)C(=O)OC)O.OS(=O)(=O)O. Drug 1: C1=CC=C(C=C1)NC(=O)CCCCCCC(=O)NO. Cell line: HS 578T. Synergy scores: CSS=0.287, Synergy_ZIP=0.225, Synergy_Bliss=-0.615, Synergy_Loewe=-0.996, Synergy_HSA=-1.04.